Dataset: CYP2D6 inhibition data for predicting drug metabolism from PubChem BioAssay. Task: Regression/Classification. Given a drug SMILES string, predict its absorption, distribution, metabolism, or excretion properties. Task type varies by dataset: regression for continuous measurements (e.g., permeability, clearance, half-life) or binary classification for categorical outcomes (e.g., BBB penetration, CYP inhibition). Dataset: cyp2d6_veith. (1) The compound is CCCCN1CSC(=S)N(Cc2ccccc2)C1. The result is 1 (inhibitor). (2) The compound is CS(=O)(=O)Nc1c(O)ccc2c1CCC[C@H]2C1=NCCN1. The result is 0 (non-inhibitor).